This data is from HIV replication inhibition screening data with 41,000+ compounds from the AIDS Antiviral Screen. The task is: Binary Classification. Given a drug SMILES string, predict its activity (active/inactive) in a high-throughput screening assay against a specified biological target. (1) The molecule is O=C(NCCCNC(=O)c1ccccc1O)c1ccccc1O. The result is 0 (inactive). (2) The compound is COC(=O)c1ccc(N2CC=C(C)C(c3ccc(OC)cc3)O2)cc1. The result is 0 (inactive). (3) The drug is CCCCCCCCCCCCCCCC(=O)Nc1ccn(C2CCC(COP(=O)(O)OCC3OC(n4ccc(NC(=O)CCCCCCCCCCCCCCC)nc4=O)CC3OP(=O)(O)OCC3OC(n4ccc(NC(=O)CCCCCCCCCCCCCCC)nc4=O)CS3)O2)c(=O)n1. The result is 1 (active). (4) The result is 0 (inactive). The molecule is COC1(C)C=NCC(C)(C)NC(=O)C(C)(OC)C=NCC(C)(C)NC1=O. (5) The compound is Cc1cc(O)cc2c1OC1(C)CCC3C(C)(CCC4C(C)(C)C(O)CCC43C)C1C2. The result is 0 (inactive). (6) The drug is O=C(COc1ccc(Cl)cc1)N1CCN(C(=O)COc2ccc(Cl)cc2)c2ccccc21. The result is 0 (inactive). (7) The drug is Cc1ccccc1OCC(COC(=O)Nc1ccccc1)OC(=O)Nc1ccccc1. The result is 0 (inactive).